From a dataset of Catalyst prediction with 721,799 reactions and 888 catalyst types from USPTO. Predict which catalyst facilitates the given reaction. (1) Reactant: [CH2:1]([C:3]1[C:8]([OH:9])=[CH:7][CH:6]=[CH:5][N:4]=1)[CH3:2].[H-].[Na+].Br[C:13]1[CH:14]=[C:15]([N+]([O-])=O)[C:16]([C:19]#[N:20])=[N:17][CH:18]=1.[NH:24]1[CH:29]=[CH:28][CH:27]=[CH:26][C:25]1=[S:30]. Product: [CH2:1]([C:3]1[C:8]([O:9][C:15]2[C:16]([C:19]#[N:20])=[N:17][CH:18]=[C:13]([S:30][C:25]3[CH:26]=[CH:27][CH:28]=[CH:29][N:24]=3)[CH:14]=2)=[CH:7][CH:6]=[CH:5][N:4]=1)[CH3:2]. The catalyst class is: 3. (2) Reactant: C(OC([O:8][C:9]1[CH:14]=[C:13]([CH2:15][NH:16][C:17]([O:19][C:20]([CH3:23])([CH3:22])[CH3:21])=[O:18])[CH:12]=[CH:11][C:10]=1[C:24]1[CH:29]=[CH:28][CH:27]=[CH:26][CH:25]=1)=O)(C)(C)C.[OH-].[Na+]. Product: [C:20]([O:19][C:17]([NH:16][CH2:15][C:13]1[CH:14]=[C:9]([OH:8])[C:10]([C:24]2[CH:29]=[CH:28][CH:27]=[CH:26][CH:25]=2)=[CH:11][CH:12]=1)=[O:18])([CH3:23])([CH3:21])[CH3:22]. The catalyst class is: 5. (3) Reactant: C[C@@H]1O[C@@H](O[C@H]2[C@H](O)[C@@H](O)[C@H](NC(N)=N)[C@@H](O)[C@@H]2NC(N)=N)[C@H]([O:25][C@@H:26]2[O:31][C@@H:30]([CH2:32]O)[C@H:29](O)[C@@H:28](O)[C@@H:27]2[NH:36]C)[C@@]1(O)C=O.CC(N)C([NH2:52])CCCCCC(O)=O.C1[C@H](N)[C@@H](O[C@H]2O[C@H](CN)[C@@H](O)[C@H](O)[C@H]2O)[C@H](O)[C@@H](O[C@H]2O[C@H](CO)[C@@H](O)[C@H](N)[C@H]2O)[C@@H]1N. Product: [NH2:36][C@H:27]([C:26]([OH:31])=[O:25])[CH2:28][CH2:29][CH2:30][CH2:32][NH2:52]. The catalyst class is: 425. (4) Reactant: [NH2:1][C:2]1[C:3]([C:18]2[CH:26]=[CH:25][C:21]([C:22]([OH:24])=O)=[CH:20][C:19]=2[CH3:27])=[N:4][CH:5]=[CH:6][C:7]=1[C:8](=[O:17])[C:9]1[CH:14]=[CH:13][C:12]([F:15])=[CH:11][C:10]=1[F:16].[N:28]1([CH2:34][CH2:35][NH2:36])[CH2:33][CH2:32][O:31][CH2:30][CH2:29]1.F[P-](F)(F)(F)(F)F.N1(OC(N(C)C)=[N+](C)C)C2C=CC=CC=2N=N1.C(N(C(C)C)CC)(C)C. Product: [NH2:1][C:2]1[C:3]([C:18]2[CH:26]=[CH:25][C:21]([C:22]([NH:36][CH2:35][CH2:34][N:28]3[CH2:33][CH2:32][O:31][CH2:30][CH2:29]3)=[O:24])=[CH:20][C:19]=2[CH3:27])=[N:4][CH:5]=[CH:6][C:7]=1[C:8](=[O:17])[C:9]1[CH:14]=[CH:13][C:12]([F:15])=[CH:11][C:10]=1[F:16]. The catalyst class is: 42. (5) Reactant: [NH2:1][C:2]1[CH:10]=[CH:9][C:5]([C:6]([OH:8])=O)=[CH:4][C:3]=1[CH3:11].[C:12]([NH:16][C:17](=[O:31])[C:18]1[CH:23]=[CH:22][CH:21]=[C:20]([CH2:24][N:25]2[CH2:30][CH2:29][NH:28][CH2:27][CH2:26]2)[CH:19]=1)([CH3:15])([CH3:14])[CH3:13].C(N(CC)CC)C.CCCP1(OP(CCC)(=O)OP(CCC)(=O)O1)=O. Product: [NH2:1][C:2]1[CH:10]=[CH:9][C:5]([C:6]([N:28]2[CH2:27][CH2:26][N:25]([CH2:24][C:20]3[CH:19]=[C:18]([CH:23]=[CH:22][CH:21]=3)[C:17]([NH:16][C:12]([CH3:14])([CH3:15])[CH3:13])=[O:31])[CH2:30][CH2:29]2)=[O:8])=[CH:4][C:3]=1[CH3:11]. The catalyst class is: 96. (6) Reactant: [C:1]([O:5][C:6]([NH:8][NH:9][CH2:10][C:11]1[CH:16]=[CH:15][C:14]([C:17]2[CH:22]=[CH:21][CH:20]=[CH:19][CH:18]=2)=[CH:13][CH:12]=1)=[O:7])([CH3:4])([CH3:3])[CH3:2].[C:23]([O:27][C:28]([NH:30][C@H:31]([C@H:39]1[O:41][CH2:40]1)[CH2:32][C:33]1[CH:38]=[CH:37][CH:36]=[CH:35][CH:34]=1)=[O:29])([CH3:26])([CH3:25])[CH3:24]. Product: [OH:41][C@H:39]([C@@H:31]([NH:30][C:28]([O:27][C:23]([CH3:24])([CH3:26])[CH3:25])=[O:29])[CH2:32][C:33]1[CH:34]=[CH:35][CH:36]=[CH:37][CH:38]=1)[CH2:40][N:9]([CH2:10][C:11]1[CH:12]=[CH:13][C:14]([C:17]2[CH:22]=[CH:21][CH:20]=[CH:19][CH:18]=2)=[CH:15][CH:16]=1)[NH:8][C:6]([O:5][C:1]([CH3:4])([CH3:2])[CH3:3])=[O:7]. The catalyst class is: 24. (7) Reactant: CN(C(ON1N=NC2C=CC=NC1=2)=[N+](C)C)C.F[P-](F)(F)(F)(F)F.[Cl:25][C:26]1[CH:27]=[C:28]([C:52](O)=[O:53])[CH:29]=[N:30][C:31]=1[NH:32][NH:33][C:34]([NH:36][CH:37]1[C:47]2[CH:46]=[CH:45][N:44]=[CH:43][C:42]=2[CH2:41][CH2:40][C:39]2[CH:48]=[CH:49][CH:50]=[CH:51][C:38]1=2)=[O:35].[CH2:55]1[C@@H:60]([NH2:61])[C:58](=[O:59])[S:57][CH2:56]1.Cl. Product: [Cl:25][C:26]1[CH:27]=[C:28]([C:52]([NH:61][C@@H:60]2[CH2:55][CH2:56][S:57][C:58]2=[O:59])=[O:53])[CH:29]=[N:30][C:31]=1[NH:32][NH:33][C:34]([NH:36][CH:37]1[C:47]2[CH:46]=[CH:45][N:44]=[CH:43][C:42]=2[CH2:41][CH2:40][C:39]2[CH:48]=[CH:49][CH:50]=[CH:51][C:38]1=2)=[O:35]. The catalyst class is: 44.